Dataset: Reaction yield outcomes from USPTO patents with 853,638 reactions. Task: Predict the reaction yield, written as a fraction of the theoretical maximum amount of product (1.0 means a 100% yield; for example, 0.34 means a 34% yield). (1) The reactants are OC(C(F)(F)F)=O.[C:8]([O:12][C:13]([N:15]([CH2:21][C:22]([O:24][CH2:25][CH3:26])=[O:23])[CH:16]([CH3:20])[C:17]([OH:19])=O)=[O:14])([CH3:11])([CH3:10])[CH3:9].CCN=C=NCCCN(C)C.Cl.C1C=CC2N(O)N=NC=2C=1.[CH2:49]([O:51][C:52](=[O:70])[CH2:53][C@H:54]([NH2:69])[CH2:55][C:56]1[CH:61]=[CH:60][C:59]([C:62]2[CH:67]=[CH:66][CH:65]=[C:64]([Cl:68])[CH:63]=2)=[CH:58][CH:57]=1)[CH3:50]. The catalyst is C1COCC1.C(#N)C.O. The product is [CH2:49]([O:51][C:52](=[O:70])[CH2:53][C@H:54]([NH:69][C:17](=[O:19])[CH:16]([N:15]([C:13]([O:12][C:8]([CH3:9])([CH3:10])[CH3:11])=[O:14])[CH2:21][C:22]([O:24][CH2:25][CH3:26])=[O:23])[CH3:20])[CH2:55][C:56]1[CH:61]=[CH:60][C:59]([C:62]2[CH:67]=[CH:66][CH:65]=[C:64]([Cl:68])[CH:63]=2)=[CH:58][CH:57]=1)[CH3:50]. The yield is 0.710. (2) The catalyst is C1COCC1.CCOCC.C(#N)C. The yield is 0.830. The product is [C:45](=[O:46])([O:23][C:21]1([C:26]([F:29])([F:28])[F:27])[CH2:22][O:19][CH2:20]1)[O:44][C:35]1[C:36]([F:43])=[C:37]([F:42])[C:38]([F:41])=[C:39]([F:40])[C:34]=1[F:33]. The reactants are [F-].C([N+](CCCC)(CCCC)CCCC)CCC.[O:19]1[CH2:22][C:21](=[O:23])[CH2:20]1.C[Si](C)(C)[C:26]([F:29])([F:28])[F:27].Cl.[F:33][C:34]1[C:39]([F:40])=[C:38]([F:41])[C:37]([F:42])=[C:36]([F:43])[C:35]=1[O:44][C:45](=O)[O:46]C1C(F)=C(F)C(F)=C(F)C=1F.C(N(CC)CC)C. (3) The reactants are [C:1]([CH:4]([C:13]([O:15][CH2:16][C:17]1[CH:22]=[CH:21][CH:20]=[CH:19][CH:18]=1)=[O:14])[CH2:5][CH:6]=[CH:7][C:8]([O:10][CH2:11][CH3:12])=[O:9])(=[O:3])[CH3:2].[N+:23](/[CH:26]=[CH:27]/[C:28]1[CH:33]=[CH:32][CH:31]=[CH:30][CH:29]=1)([O-:25])=[O:24]. The catalyst is C(OCC)C. The product is [CH2:11]([O:10][C:8]([CH2:7][C@@H:6]1[CH2:5][C@@:4]([C:1](=[O:3])[CH3:2])([C:13]([O:15][CH2:16][C:17]2[CH:22]=[CH:21][CH:20]=[CH:19][CH:18]=2)=[O:14])[C@@H:27]([C:28]2[CH:33]=[CH:32][CH:31]=[CH:30][CH:29]=2)[C@@H:26]1[N+:23]([O-:25])=[O:24])=[O:9])[CH3:12]. The yield is 0.910. (4) The reactants are [CH:1](=[O:13])[C:2]1[CH:12]=[C:9](OC)[C:7]([OH:8])=[C:4](OC)[CH:3]=1.[C:14]([O-:17])([O-:16])=O.[K+].[K+].[CH2:20]([O:22][C:23](=[O:26])[CH2:24]Br)[CH3:21].[CH2:27]([OH:29])[CH3:28].[CH3:30][C:31](C)=[O:32]. No catalyst specified. The product is [CH2:20]([O:22][C:23](=[O:26])[CH2:24][O:8][C:7]1[CH:4]=[CH:3][C:2]([CH:1]=[O:13])=[CH:12][C:9]=1[C:14]([O:17][CH2:28][C:27]([O:32][CH2:31][CH3:30])=[O:29])=[O:16])[CH3:21]. The yield is 0.310.